From a dataset of Forward reaction prediction with 1.9M reactions from USPTO patents (1976-2016). Predict the product of the given reaction. (1) Given the reactants [Br:1][C:2]1[C:7]2[CH2:8][CH:9]([CH2:11][OH:12])[O:10][C:6]=2[C:5]([Cl:13])=[CH:4][CH:3]=1.CC(OI1(OC(C)=O)(OC(C)=O)OC(=O)C2C=CC=CC1=2)=O, predict the reaction product. The product is: [Br:1][C:2]1[C:7]2[CH2:8][CH:9]([CH:11]=[O:12])[O:10][C:6]=2[C:5]([Cl:13])=[CH:4][CH:3]=1. (2) Given the reactants Br[C:2]1[CH:3]=[C:4]([C:9]([OH:11])=O)[CH:5]=[N:6][C:7]=1Cl.[CH3:12][N:13]1[C:17]([CH2:18][OH:19])=[N:16][CH:15]=[N:14]1.[Cl:20][C:21]1[CH:26]=[CH:25][C:24](B(O)O)=[CH:23][CH:22]=1.[NH2:30][CH2:31][C@H:32]1[CH2:37][CH2:36][CH2:35][CH2:34][C@H:33]1[OH:38], predict the reaction product. The product is: [Cl:20][C:21]1[CH:26]=[CH:25][C:24]([C:2]2[C:7]([O:19][CH2:18][C:17]3[N:13]([CH3:12])[N:14]=[CH:15][N:16]=3)=[N:6][CH:5]=[C:4]([CH:3]=2)[C:9]([NH:30][CH2:31][C@@H:32]2[CH2:37][CH2:36][CH2:35][CH2:34][C@@H:33]2[OH:38])=[O:11])=[CH:23][CH:22]=1. (3) The product is: [Cl:12][C:10]1[CH:11]=[C:2]2[C:3]([C:4]([OH:6])=[C:13]([C:19]([O:21][CH3:22])=[O:20])[C:14]([C:15]([O:17][CH3:18])=[O:16])=[N:1]2)=[CH:8][CH:9]=1. Given the reactants [NH2:1][C:2]1[CH:11]=[C:10]([Cl:12])[CH:9]=[CH:8][C:3]=1[C:4]([O:6]C)=O.[C:13]([C:19]([O:21][CH3:22])=[O:20])#[C:14][C:15]([O:17][CH3:18])=[O:16].CC(C)([O-])C.[K+], predict the reaction product. (4) Given the reactants FC(F)(F)C(O)=O.[CH:8]1([C:11]2[CH:12]=[CH:13][C:14]([O:17][C:18]3[CH:23]=[CH:22][CH:21]=[C:20]([CH:24]=[C:25]4[CH2:30][CH2:29][NH:28][CH2:27][CH2:26]4)[CH:19]=3)=[N:15][CH:16]=2)[CH2:10][CH2:9]1.[N:31]1[CH:36]=[CH:35][CH:34]=[C:33]([NH:37][C:38](=O)[O:39]C2C=CC=CC=2)[CH:32]=1.C(N(CC)CC)C, predict the reaction product. The product is: [CH:8]1([C:11]2[CH:12]=[CH:13][C:14]([O:17][C:18]3[CH:19]=[C:20]([CH:21]=[CH:22][CH:23]=3)[CH:24]=[C:25]3[CH2:30][CH2:29][N:28]([C:38]([NH:37][C:33]4[CH:32]=[N:31][CH:36]=[CH:35][CH:34]=4)=[O:39])[CH2:27][CH2:26]3)=[N:15][CH:16]=2)[CH2:10][CH2:9]1.